This data is from Full USPTO retrosynthesis dataset with 1.9M reactions from patents (1976-2016). The task is: Predict the reactants needed to synthesize the given product. (1) Given the product [CH3:15][C:14]([CH3:17])([CH3:16])[O:13][C:11](=[O:12])[NH:18][CH2:19][C:20](=[O:21])[NH:1][C@H:2]([C:3]([O:5][CH3:6])=[O:4])[CH2:7][CH2:8][S:9][CH3:10], predict the reactants needed to synthesize it. The reactants are: [NH2:1][C@@H:2]([CH2:7][CH2:8][S:9][CH3:10])[C:3]([O:5][CH3:6])=[O:4].[C:11]([NH:18][CH2:19][C:20](O)=[O:21])([O:13][C:14]([CH3:17])([CH3:16])[CH3:15])=[O:12].C(N=C=NC(C)C)(C)C.C(N(C(C)C)CC)(C)C. (2) Given the product [N:1]1([C:7]([C:9]2[C:24]([C:25]([F:26])([F:28])[F:27])=[CH:23][C:12]([C:13]([NH:55][C:52]3[CH:53]=[CH:54][N:49]=[N:50][CH:51]=3)=[O:15])=[C:11]([O:29][CH2:30][C:31]3[CH:36]=[CH:35][CH:34]=[CH:33][CH:32]=3)[CH:10]=2)=[O:8])[CH2:6][CH2:5][O:4][CH2:3][CH2:2]1, predict the reactants needed to synthesize it. The reactants are: [N:1]1([C:7]([C:9]2[C:24]([C:25]([F:28])([F:27])[F:26])=[CH:23][C:12]([C:13]([O:15]CC3C=CC=CC=3)=O)=[C:11]([O:29][CH2:30][C:31]3[CH:36]=[CH:35][CH:34]=[CH:33][CH:32]=3)[CH:10]=2)=[O:8])[CH2:6][CH2:5][O:4][CH2:3][CH2:2]1.[OH-].[Li+].Cl.C(N(C(C)C)CC)(C)C.[N:49]1[CH:54]=[CH:53][C:52]([NH2:55])=[CH:51][N:50]=1.ON1C2N=CC=CC=2N=N1.C(Cl)CCl. (3) Given the product [Br:8][C:9]1[CH:10]=[CH:11][CH:12]=[C:13]([C:15]([C:18]2[CH:19]=[CH:20][CH:21]=[CH:22][CH:23]=2)=[CH2:16])[N:14]=1, predict the reactants needed to synthesize it. The reactants are: C([SiH](CC)CC)C.[Br:8][C:9]1[N:14]=[C:13]([C:15]([C:18]2[CH:23]=[CH:22][CH:21]=[CH:20][CH:19]=2)(O)[CH3:16])[CH:12]=[CH:11][CH:10]=1.FC(F)(F)C(O)=O.